This data is from Catalyst prediction with 721,799 reactions and 888 catalyst types from USPTO. The task is: Predict which catalyst facilitates the given reaction. (1) Reactant: [CH3:1][O:2][C:3]([CH:5]1[CH2:7][CH:6]1[C:8]1[CH:13]=[CH:12][C:11]([SH:14])=[CH:10][CH:9]=1)=[O:4].ClC[C:17]1[S:21][C:20]([C:22]2[CH:27]=[CH:26][C:25]([C:28](F)(F)F)=[CH:24][CH:23]=2)=[N:19][C:18]=1[CH3:32].C([O-])([O-])=O.[Cs+].[Cs+].CCOCC. Product: [CH3:1][O:2][C:3]([CH:5]1[CH2:7][CH:6]1[C:8]1[CH:9]=[CH:10][C:11]([S:14][C:17]2[S:21][C:20]([C:22]3[CH:27]=[CH:26][C:25]([CH3:28])=[CH:24][CH:23]=3)=[N:19][C:18]=2[CH3:32])=[CH:12][CH:13]=1)=[O:4]. The catalyst class is: 47. (2) Reactant: [C:1]1([CH:7]([C:14]2[CH:19]=[CH:18][C:17]([C:20]3[CH:25]=[CH:24][CH:23]=[CH:22][CH:21]=3)=[CH:16][CH:15]=2)[CH2:8][C:9](OCC)=[O:10])[CH:6]=[CH:5][CH:4]=[CH:3][CH:2]=1.[H-].[Al+3].[Li+].[H-].[H-].[H-].[OH-].[Na+]. Product: [CH3:3][CH2:2][CH2:1][CH:7]([CH3:14])[CH3:8].[C:1]1([CH:7]([C:14]2[CH:15]=[CH:16][C:17]([C:20]3[CH:25]=[CH:24][CH:23]=[CH:22][CH:21]=3)=[CH:18][CH:19]=2)[CH2:8][CH2:9][OH:10])[CH:2]=[CH:3][CH:4]=[CH:5][CH:6]=1. The catalyst class is: 1. (3) Reactant: C(OP([CH2:9][C:10]([O:12][CH2:13][CH3:14])=[O:11])(OCC)=O)C.[H-].[Na+].[O:17]=[C:18]1[C:23]([CH2:24][C:25]2[CH:30]=[CH:29][C:28]([C:31]3[C:32]([C:37]#[N:38])=[CH:33][CH:34]=[CH:35][CH:36]=3)=[CH:27][CH:26]=2)=[C:22]([CH2:39][CH2:40][CH3:41])[N:21]2[N:42]=[CH:43][N:44]=[C:20]2[N:19]1[CH:45]1[CH2:50][CH2:49][C:48](=O)[CH2:47][CH2:46]1. Product: [C:37]([C:32]1[CH:33]=[CH:34][CH:35]=[CH:36][C:31]=1[C:28]1[CH:27]=[CH:26][C:25]([CH2:24][C:23]2[C:18](=[O:17])[N:19]([CH:45]3[CH2:50][CH2:49][C:48](=[CH:9][C:10]([O:12][CH2:13][CH3:14])=[O:11])[CH2:47][CH2:46]3)[C:20]3[N:21]([N:42]=[CH:43][N:44]=3)[C:22]=2[CH2:39][CH2:40][CH3:41])=[CH:30][CH:29]=1)#[N:38]. The catalyst class is: 7. (4) Product: [CH2:1]([O:8][N:9]1[C:13]([Sn:19]([CH2:24][CH2:25][CH2:26][CH3:27])([CH2:28][CH2:29][CH2:30][CH3:31])[CH2:20][CH2:21][CH2:22][CH3:23])=[CH:12][CH:11]=[N:10]1)[C:2]1[CH:3]=[CH:4][CH:5]=[CH:6][CH:7]=1. The catalyst class is: 1. Reactant: [CH2:1]([O:8][N:9]1[CH:13]=[CH:12][CH:11]=[N:10]1)[C:2]1[CH:7]=[CH:6][CH:5]=[CH:4][CH:3]=1.[Li]CCCC.[Sn:19](Cl)([CH2:28][CH2:29][CH2:30][CH3:31])([CH2:24][CH2:25][CH2:26][CH3:27])[CH2:20][CH2:21][CH2:22][CH3:23]. (5) Reactant: Br[C:2]1[CH:11]=[CH:10][C:9]([Cl:12])=[CH:8][C:3]=1[C:4]([O:6][CH3:7])=[O:5].[CH3:13][N:14](C=O)C. Product: [Cl:12][C:9]1[CH:10]=[CH:11][C:2]([C:13]#[N:14])=[C:3]([CH:8]=1)[C:4]([O:6][CH3:7])=[O:5]. The catalyst class is: 507. (6) Product: [CH3:1][C:2]1([CH2:7][CH:8]=[O:12])[CH2:6][CH2:5][CH2:4][CH2:3]1. The catalyst class is: 2. Reactant: [CH3:1][C:2]1([CH:7](O)[CH3:8])[CH2:6][CH2:5][CH2:4][CH2:3]1.CC(OI1(OC(C)=O)(OC(C)=O)OC(=O)C2C=CC=CC1=2)=[O:12].S([O-])([O-])(=O)=S.[Na+].[Na+].C(=O)(O)[O-].[Na+]. (7) Reactant: [Br:1][C:2]1[CH:10]=[CH:9][C:5]([C:6](O)=[O:7])=[C:4]([CH3:11])[CH:3]=1.B. Product: [Br:1][C:2]1[CH:10]=[CH:9][C:5]([CH2:6][OH:7])=[C:4]([CH3:11])[CH:3]=1. The catalyst class is: 20. (8) Reactant: [CH:1]1([N:4]([CH2:30][C:31]2[CH:36]=[C:35]([CH2:37][CH2:38][CH2:39][O:40][CH3:41])[CH:34]=[C:33]([O:42][CH2:43][CH2:44][O:45][CH3:46])[CH:32]=2)[C:5]([C@@H:7]2[C@:12]([C:15]3[CH:20]=[CH:19][C:18]([F:21])=[C:17]([F:22])[CH:16]=3)([O:13][CH3:14])[CH2:11][CH2:10][N:9](C(OC(C)(C)C)=O)[CH2:8]2)=[O:6])[CH2:3][CH2:2]1.Cl. Product: [CH:1]1([N:4]([CH2:30][C:31]2[CH:36]=[C:35]([CH2:37][CH2:38][CH2:39][O:40][CH3:41])[CH:34]=[C:33]([O:42][CH2:43][CH2:44][O:45][CH3:46])[CH:32]=2)[C:5]([CH:7]2[C:12]([C:15]3[CH:20]=[CH:19][C:18]([F:21])=[C:17]([F:22])[CH:16]=3)([O:13][CH3:14])[CH2:11][CH2:10][NH:9][CH2:8]2)=[O:6])[CH2:2][CH2:3]1. The catalyst class is: 4. (9) Reactant: C[O:2][C:3](=[O:31])[CH2:4][C:5]1[C:14]([CH3:15])=[C:13]([CH:16]2[CH2:21][CH2:20][N:19]([S:22]([CH:25]3[CH2:29][CH2:28][CH2:27][CH2:26]3)(=[O:24])=[O:23])[CH2:18][CH2:17]2)[C:12]2[C:7](=[CH:8][CH:9]=[C:10]([F:30])[CH:11]=2)[CH:6]=1.O.[OH-].[Li+]. Product: [CH:25]1([S:22]([N:19]2[CH2:20][CH2:21][CH:16]([C:13]3[C:12]4[C:7](=[CH:8][CH:9]=[C:10]([F:30])[CH:11]=4)[CH:6]=[C:5]([CH2:4][C:3]([OH:31])=[O:2])[C:14]=3[CH3:15])[CH2:17][CH2:18]2)(=[O:23])=[O:24])[CH2:26][CH2:27][CH2:28][CH2:29]1. The catalyst class is: 20.